Dataset: Experimentally validated miRNA-target interactions with 360,000+ pairs, plus equal number of negative samples. Task: Binary Classification. Given a miRNA mature sequence and a target amino acid sequence, predict their likelihood of interaction. (1) The miRNA is mmu-miR-99a-5p with sequence AACCCGUAGAUCCGAUCUUGUG. The protein sequence of the target gene is MRTYHYIPLFIWTYMFHTVDTILLQEKPNSYLSSKKIAGLTKDDGKMLRRTKRGWMWNQFFLLEEYTGTDTQYVGKLHTDQDKGDGNLKYILTGDGAGSLFVIDENTGDIHAAKKLDREEKSLYILRAKAIDRKTGRQVEPESEFIIKIHDINDNEPKFTKDLYTASVPEMSGVGTSVIQVTATDADDANYGNSAKVVYSILQGQPYFSVDPESGIIKTALPDMSRENREQYQVVIQAKDMGGQMGGLSGTTTVNITLTDVNNNPPRFPQSTYQFNSPESVPLGTHLGRIKANDPDVGEN.... Result: 0 (no interaction). (2) The miRNA is hsa-miR-372-5p with sequence CCUCAAAUGUGGAGCACUAUUCU. The protein sequence of the target gene is MSNSHPLRPFTAVGEIDHVHILSEHIGALLIGEEYGDVTFVVEKKHFPAHRVILAARCQYFRALLYGGMRESQPEAEIPLQDTTAEAFTMLLRYIYTGRATLTDEKEEVLLDFLSLAHKYGFPELEDSTSEYLCTILNIQNVCMTFDVASLYSLPKLTCMCCMFMDRNAQEVLASDGFLSLSKTALLNIVLRDSFAAPEKDIFLALLNWCKHNAKENHAEIMQAVRLPLMSLTELLNVVRPSGLLSPDAILDAIKVRSESRDMDLNYRGMLIPEENIATMKYGAQVVKGELKSALLDGDT.... Result: 0 (no interaction).